Dataset: Forward reaction prediction with 1.9M reactions from USPTO patents (1976-2016). Task: Predict the product of the given reaction. (1) Given the reactants [Br:1]N1C(=O)CCC1=O.[CH2:9]([C:11]1[CH:16]=[CH:15][C:14]([OH:17])=[CH:13][CH:12]=1)[CH3:10], predict the reaction product. The product is: [Br:1][C:13]1[CH:12]=[C:11]([CH2:9][CH3:10])[CH:16]=[CH:15][C:14]=1[OH:17]. (2) Given the reactants P(Br)(Br)[Br:2].[CH2:5]([C:7]1[CH:8]=[CH:9][C:10]([CH:13](O)[CH2:14][O:15][C:16]2[CH:23]=[CH:22][C:19]([CH:20]=[O:21])=[CH:18][CH:17]=2)=[N:11][CH:12]=1)[CH3:6].O, predict the reaction product. The product is: [Br:2][CH:13]([C:10]1[CH:9]=[CH:8][C:7]([CH2:5][CH3:6])=[CH:12][N:11]=1)[CH2:14][O:15][C:16]1[CH:23]=[CH:22][C:19]([CH:20]=[O:21])=[CH:18][CH:17]=1. (3) The product is: [CH:1]1([C:4]2[C:5]([O:15][CH2:16][CH:17]3[CH2:18][CH2:19][N:20]([CH:23]([C:30]4[CH:35]=[C:34]([Cl:36])[CH:33]=[C:32]([Cl:37])[CH:31]=4)[C:24]4[CH:25]=[CH:26][CH:27]=[CH:28][CH:29]=4)[CH2:21][CH2:22]3)=[CH:6][C:7]([F:14])=[C:8]([CH:13]=2)[C:9]([OH:11])=[O:10])[CH2:3][CH2:2]1. Given the reactants [CH:1]1([C:4]2[C:5]([O:15][CH2:16][CH:17]3[CH2:22][CH2:21][N:20]([CH:23]([C:30]4[CH:35]=[C:34]([Cl:36])[CH:33]=[C:32]([Cl:37])[CH:31]=4)[C:24]4[CH:29]=[CH:28][CH:27]=[CH:26][CH:25]=4)[CH2:19][CH2:18]3)=[CH:6][C:7]([F:14])=[C:8]([CH:13]=2)[C:9]([O:11]C)=[O:10])[CH2:3][CH2:2]1.[OH-].[Li+], predict the reaction product.